This data is from Catalyst prediction with 721,799 reactions and 888 catalyst types from USPTO. The task is: Predict which catalyst facilitates the given reaction. (1) Reactant: [Cl:1][C:2]1[CH:7]=[CH:6][CH:5]=[CH:4][C:3]=1[N:8]1[CH:12]([C:13]2[N:18]=[C:17]([C:19]3[CH:24]=[CH:23][C:22]([S:25][CH3:26])=[CH:21][CH:20]=3)[CH:16]=[CH:15][CH:14]=2)[CH2:11][C:10]([C:27]([F:33])([F:32])[C:28]([F:31])([F:30])[F:29])=[N:9]1.ClC1C=CC=C(C(OO)=[O:42])C=1. Product: [Cl:1][C:2]1[CH:7]=[CH:6][CH:5]=[CH:4][C:3]=1[N:8]1[CH:12]([C:13]2[N:18]=[C:17]([C:19]3[CH:24]=[CH:23][C:22]([S:25]([CH3:26])=[O:42])=[CH:21][CH:20]=3)[CH:16]=[CH:15][CH:14]=2)[CH2:11][C:10]([C:27]([F:33])([F:32])[C:28]([F:30])([F:31])[F:29])=[N:9]1. The catalyst class is: 4. (2) Reactant: CO[C:3]([C@@H:5]1[CH2:9][C@H:8]([O:10][C:11](=[O:21])[C:12]2[CH:17]=[CH:16][C:15]([N+:18]([O-:20])=[O:19])=[CH:14][CH:13]=2)[CH2:7][C@H:6]1[C:22]([OH:24])=[O:23])=[O:4].[CH3:25][NH:26][CH2:27][CH2:28][CH2:29][CH2:30][CH:31]=[CH2:32].[CH2:33](OC(N1C2C(=CC=CC=2)C=CC1OCC)=O)C.Cl.CC1CCCO1. Product: [N+:18]([C:15]1[CH:16]=[CH:17][C:12]([C:11]([O:10][C@H:8]2[CH2:7][C@@H:6]([C:22]([O:24][CH3:33])=[O:23])[C@H:5]([C:3](=[O:4])[N:26]([CH2:27][CH2:28][CH2:29][CH2:30][CH:31]=[CH2:32])[CH3:25])[CH2:9]2)=[O:21])=[CH:13][CH:14]=1)([O-:20])=[O:19]. The catalyst class is: 1. (3) Reactant: [C-:1]#[C-:2].[Li+].[Li+].[C:5]([O:9][C:10]([N:12]1[CH2:17][CH2:16][CH:15]([CH3:18])[CH:14]([CH2:19]OS(C2C=CC(C)=CC=2)(=O)=O)[CH2:13]1)=[O:11])([CH3:8])([CH3:7])[CH3:6]. Product: [C:5]([O:9][C:10]([N:12]1[CH2:17][CH2:16][CH:15]([CH3:18])[CH:14]([CH2:19][C:1]#[CH:2])[CH2:13]1)=[O:11])([CH3:6])([CH3:7])[CH3:8]. The catalyst class is: 16. (4) Reactant: [Br:1][C:2]1[CH:3]=[C:4]([C:11]([N:13]2[CH2:18][CH2:17][O:16][C:15]3[N:19]=[CH:20][C:21]([C:23]([F:26])([F:25])[F:24])=[CH:22][C:14]2=3)=[O:12])[CH:5]=[C:6]([Br:10])[C:7]=1[O:8]C.[Br-].[Li+].N1CCNCC1. Product: [Br:1][C:2]1[CH:3]=[C:4]([C:11]([N:13]2[CH2:18][CH2:17][O:16][C:15]3[N:19]=[CH:20][C:21]([C:23]([F:24])([F:26])[F:25])=[CH:22][C:14]2=3)=[O:12])[CH:5]=[C:6]([Br:10])[C:7]=1[OH:8]. The catalyst class is: 9. (5) Reactant: [OH:1][C:2]1[CH:7]=[CH:6][C:5]([N:8]2[C:13](=[O:14])[C:12]([CH2:15][C:16]3[CH:21]=[CH:20][C:19]([C:22]4[C:23]([C:28]#[N:29])=[CH:24][CH:25]=[CH:26][CH:27]=4)=[CH:18][CH:17]=3)=[C:11]([CH2:30][CH2:31][CH3:32])[N:10]=[C:9]2[CH3:33])=[CH:4][CH:3]=1.Br[CH:35]([CH2:38][CH3:39])[CH2:36][CH3:37].C(=O)([O-])[O-].[Cs+].[Cs+].C(OCC)(=O)C. Product: [CH2:36]([CH:35]([O:1][C:2]1[CH:3]=[CH:4][C:5]([N:8]2[C:13](=[O:14])[C:12]([CH2:15][C:16]3[CH:21]=[CH:20][C:19]([C:22]4[C:23]([C:28]#[N:29])=[CH:24][CH:25]=[CH:26][CH:27]=4)=[CH:18][CH:17]=3)=[C:11]([CH2:30][CH2:31][CH3:32])[N:10]=[C:9]2[CH3:33])=[CH:6][CH:7]=1)[CH2:38][CH3:39])[CH3:37]. The catalyst class is: 35.